From a dataset of Peptide-MHC class II binding affinity with 134,281 pairs from IEDB. Regression. Given a peptide amino acid sequence and an MHC pseudo amino acid sequence, predict their binding affinity value. This is MHC class II binding data. (1) The MHC is DRB1_0101 with pseudo-sequence DRB1_0101. The peptide sequence is PEQPFPEQPEQ. The binding affinity (normalized) is 0. (2) The peptide sequence is HPGFTLMAAILAYTI. The MHC is DRB1_0101 with pseudo-sequence DRB1_0101. The binding affinity (normalized) is 0.397. (3) The peptide sequence is HHLVEFEPPHAATIR. The MHC is H-2-IAd with pseudo-sequence H-2-IAd. The binding affinity (normalized) is 0.584. (4) The peptide sequence is LAQEAGNFERISGDL. The MHC is HLA-DPA10301-DPB10402 with pseudo-sequence HLA-DPA10301-DPB10402. The binding affinity (normalized) is 0.142.